This data is from Full USPTO retrosynthesis dataset with 1.9M reactions from patents (1976-2016). The task is: Predict the reactants needed to synthesize the given product. Given the product [C:16]12([C:14](=[O:15])[CH2:13][O:12][C:8]3[CH:7]=[C:6]([CH:11]=[CH:10][CH:9]=3)[C:5]([OH:26])=[O:4])[CH2:23][CH:22]3[CH2:21][CH:20]([CH2:19][CH:18]([CH2:24]3)[CH2:17]1)[CH2:25]2, predict the reactants needed to synthesize it. The reactants are: [Li+].[OH-].C[O:4][C:5](=[O:26])[C:6]1[CH:11]=[CH:10][CH:9]=[C:8]([O:12][CH2:13][C:14]([C:16]23[CH2:25][CH:20]4[CH2:21][CH:22]([CH2:24][CH:18]([CH2:19]4)[CH2:17]2)[CH2:23]3)=[O:15])[CH:7]=1.